The task is: Predict the reactants needed to synthesize the given product.. This data is from Full USPTO retrosynthesis dataset with 1.9M reactions from patents (1976-2016). (1) Given the product [CH3:12][C:8]1([OH:11])[CH2:7][CH2:6][C:5]2([O:4][CH2:3][CH2:2][O:1]2)[CH2:10][CH2:9]1, predict the reactants needed to synthesize it. The reactants are: [O:1]1[C:5]2([CH2:10][CH2:9][C:8](=[O:11])[CH2:7][CH2:6]2)[O:4][CH2:3][CH2:2]1.[CH3:12][Mg]Br.[Cl-].[NH4+].C(OCC)(=O)C. (2) Given the product [NH2:1][CH2:2][C:3]1[C:15]2[C:10](=[C:11]([CH3:19])[C:12]([CH3:18])=[C:13]([OH:17])[C:14]=2[CH3:16])[O:9][C:5]2([CH2:6][CH2:7][CH2:8]2)[CH:4]=1, predict the reactants needed to synthesize it. The reactants are: [NH2:1][CH2:2][C:3]1(O)[C:15]2[C:10](=[C:11]([CH3:19])[C:12]([CH3:18])=[C:13]([OH:17])[C:14]=2[CH3:16])[O:9][C:5]2([CH2:8][CH2:7][CH2:6]2)[CH2:4]1.[BH4-].[Na+].O. (3) The reactants are: [Cl:1][C:2]1[CH:23]=[C:22]([Cl:24])[CH:21]=[CH:20][C:3]=1[C:4]([C:6]1[N:14]2[C:9]([CH:10]=[CH:11][C:12]([C:15]([O:17][CH3:18])=[O:16])=[CH:13]2)=[CH:8][C:7]=1[CH3:19])=O.C(=O)([O-])O.[Na+]. Given the product [Cl:1][C:2]1[CH:23]=[C:22]([Cl:24])[CH:21]=[CH:20][C:3]=1[CH2:4][C:6]1[N:14]2[C:9]([CH:10]=[CH:11][C:12]([C:15]([O:17][CH3:18])=[O:16])=[CH:13]2)=[CH:8][C:7]=1[CH3:19], predict the reactants needed to synthesize it.